This data is from Forward reaction prediction with 1.9M reactions from USPTO patents (1976-2016). The task is: Predict the product of the given reaction. (1) The product is: [F:23][C:24]1[CH:25]=[CH:26][C:27]([CH2:30][S:31]([C:34]2[CH:35]=[C:36]3[C:40](=[CH:41][CH:42]=2)[NH:39][C:38](=[O:43])/[C:37]/3=[CH:21]\[C:3]2[NH:4][C:5]3[CH2:11][CH2:10][CH2:9][N:8]([CH2:12][CH2:13][N:14]4[CH2:19][CH2:18][O:17][CH2:16][CH2:15]4)[C:7](=[O:20])[C:6]=3[C:2]=2[CH3:1])(=[O:33])=[O:32])=[CH:28][CH:29]=1. Given the reactants [CH3:1][C:2]1[C:6]2[C:7](=[O:20])[N:8]([CH2:12][CH2:13][N:14]3[CH2:19][CH2:18][O:17][CH2:16][CH2:15]3)[CH2:9][CH2:10][CH2:11][C:5]=2[NH:4][C:3]=1[CH:21]=O.[F:23][C:24]1[CH:29]=[CH:28][C:27]([CH2:30][S:31]([C:34]2[CH:35]=[C:36]3[C:40](=[CH:41][CH:42]=2)[NH:39][C:38](=[O:43])[CH2:37]3)(=[O:33])=[O:32])=[CH:26][CH:25]=1.N1CCCCC1, predict the reaction product. (2) Given the reactants [NH2:1]/[C:2](=[N:9]\[O:10][C:11]([C@H:13]1[CH2:17][CH2:16][C@H:15]([NH:18][C:19](=[O:25])[O:20][C:21]([CH3:24])([CH3:23])[CH3:22])[CH2:14]1)=O)/[C:3]1[CH:8]=[CH:7][CH:6]=[CH:5][CH:4]=1.C([O-])(=O)C.[Na+], predict the reaction product. The product is: [C:3]1([C:2]2[N:1]=[C:11]([C@H:13]3[CH2:17][CH2:16][C@H:15]([NH:18][C:19](=[O:25])[O:20][C:21]([CH3:24])([CH3:23])[CH3:22])[CH2:14]3)[O:10][N:9]=2)[CH:8]=[CH:7][CH:6]=[CH:5][CH:4]=1. (3) Given the reactants Cl[C:2]1[C:7]([C:8](=[O:10])[CH3:9])=[C:6]([NH:11][C:12]2[CH:13]=[N:14][C:15]([S:18]([CH3:21])(=[O:20])=[O:19])=[CH:16][CH:17]=2)[N:5]=[CH:4][N:3]=1.Cl.[CH:23]([C:26]1[N:30]=[C:29]([CH:31]2[CH2:36][CH2:35][NH:34][CH2:33][CH2:32]2)[O:28][N:27]=1)([CH3:25])[CH3:24].C(=O)([O-])[O-].[K+].[K+].O, predict the reaction product. The product is: [CH:23]([C:26]1[N:30]=[C:29]([CH:31]2[CH2:36][CH2:35][N:34]([C:2]3[C:7]([C:8](=[O:10])[CH3:9])=[C:6]([NH:11][C:12]4[CH:13]=[N:14][C:15]([S:18]([CH3:21])(=[O:20])=[O:19])=[CH:16][CH:17]=4)[N:5]=[CH:4][N:3]=3)[CH2:33][CH2:32]2)[O:28][N:27]=1)([CH3:25])[CH3:24].